This data is from Forward reaction prediction with 1.9M reactions from USPTO patents (1976-2016). The task is: Predict the product of the given reaction. Given the reactants [CH3:1][N:2]1[CH2:7][CH:6]=[C:5]([C:8]2[CH:9]=[N:10][C:11]([N:14]3[CH2:19][CH2:18][O:17][C@H:16]([CH2:20][N:21]4[C:25]5=[N:26][C:27]([C:30]6[CH:31]=[N:32][N:33]([CH3:35])[CH:34]=6)=[CH:28][N:29]=[C:24]5[N:23]=[N:22]4)[CH2:15]3)=[N:12][CH:13]=2)[CH2:4][CH2:3]1, predict the reaction product. The product is: [CH3:35][N:33]1[CH:34]=[C:30]([C:27]2[N:26]=[C:25]3[N:21]([CH2:20][C@H:16]4[O:17][CH2:18][CH2:19][N:14]([C:11]5[N:12]=[CH:13][C:8]([CH:5]6[CH2:6][CH2:7][N:2]([CH3:1])[CH2:3][CH2:4]6)=[CH:9][N:10]=5)[CH2:15]4)[N:22]=[N:23][C:24]3=[N:29][CH:28]=2)[CH:31]=[N:32]1.